Dataset: Full USPTO retrosynthesis dataset with 1.9M reactions from patents (1976-2016). Task: Predict the reactants needed to synthesize the given product. The reactants are: [OH:1][CH2:2][CH2:3][O:4][C:5]1[CH:10]=[CH:9][C:8]([C:11]([C:13]2[CH:18]=[CH:17][CH:16]=[CH:15][CH:14]=2)=O)=[CH:7][CH:6]=1.[CH3:19][C:20]1([CH3:29])[CH2:25][C:24]([CH3:27])([CH3:26])[CH2:23][C:22](=O)[CH2:21]1. Given the product [C:13]1([C:11](=[C:22]2[CH2:23][C:24]([CH3:27])([CH3:26])[CH2:25][C:20]([CH3:29])([CH3:19])[CH2:21]2)[C:8]2[CH:9]=[CH:10][C:5]([O:4][CH2:3][CH2:2][OH:1])=[CH:6][CH:7]=2)[CH:18]=[CH:17][CH:16]=[CH:15][CH:14]=1, predict the reactants needed to synthesize it.